From a dataset of Catalyst prediction with 721,799 reactions and 888 catalyst types from USPTO. Predict which catalyst facilitates the given reaction. (1) Reactant: [CH3:1][O:2][C:3]1[C:8]([NH2:9])=[CH:7][C:6]([B:10]2[O:14][C:13]([CH3:16])([CH3:15])[C:12]([CH3:18])([CH3:17])[O:11]2)=[CH:5][N:4]=1.[F:19][C:20]1[CH:25]=[C:24]([F:26])[CH:23]=[CH:22][C:21]=1[S:27](Cl)(=[O:29])=[O:28].Cl.ClCCl. Product: [F:19][C:20]1[CH:25]=[C:24]([F:26])[CH:23]=[CH:22][C:21]=1[S:27]([NH:9][C:8]1[C:3]([O:2][CH3:1])=[N:4][CH:5]=[C:6]([B:10]2[O:14][C:13]([CH3:16])([CH3:15])[C:12]([CH3:18])([CH3:17])[O:11]2)[CH:7]=1)(=[O:29])=[O:28]. The catalyst class is: 17. (2) Reactant: [CH2:1]([O:4][C:5]1([CH3:38])[CH2:10][CH2:9][N:8]([C:11]2[C:12]3[N:13]([N:28]=[C:29]([C:31]4[CH:36]=[CH:35][CH:34]=[C:33](Br)[CH:32]=4)[CH:30]=3)[CH:14]=[C:15]([CH3:27])[C:16]=2[C@H:17]([O:22][C:23]([CH3:26])([CH3:25])[CH3:24])[C:18]([O:20][CH3:21])=[O:19])[CH2:7][CH2:6]1)[CH:2]=[CH2:3].[F:39][C:40]1[CH:45]=[CH:44][CH:43]=[C:42]([OH:46])[C:41]=1B(O)O.C([O-])([O-])=O.[Na+].[Na+]. Product: [CH2:1]([O:4][C:5]1([CH3:38])[CH2:10][CH2:9][N:8]([C:11]2[C:12]3[N:13]([N:28]=[C:29]([C:31]4[CH:32]=[C:33]([C:41]5[C:42]([OH:46])=[CH:43][CH:44]=[CH:45][C:40]=5[F:39])[CH:34]=[CH:35][CH:36]=4)[CH:30]=3)[CH:14]=[C:15]([CH3:27])[C:16]=2[C@H:17]([O:22][C:23]([CH3:26])([CH3:25])[CH3:24])[C:18]([O:20][CH3:21])=[O:19])[CH2:7][CH2:6]1)[CH:2]=[CH2:3]. The catalyst class is: 128. (3) Reactant: [N+:1]([C:4]1[CH:5]=[C:6]2[C:11](=[CH:12][CH:13]=1)[NH:10][C:9](=[O:14])[CH2:8][CH2:7]2)([O-:3])=[O:2].Cl.Cl[CH2:17][CH2:18][N:19]1[CH2:23][CH2:22][CH2:21][CH2:20]1.C(=O)([O-])[O-].[K+].[K+].O. Product: [N+:1]([C:4]1[CH:5]=[C:6]2[C:11](=[CH:12][CH:13]=1)[N:10]([CH2:17][CH2:18][N:19]1[CH2:23][CH2:22][CH2:21][CH2:20]1)[C:9](=[O:14])[CH2:8][CH2:7]2)([O-:3])=[O:2]. The catalyst class is: 3. (4) Reactant: Br[CH2:2][CH:3]1[CH2:5][CH2:4]1.C(=O)([O-])[O-].[Cs+].[Cs+].[OH:12][C:13]1[CH:18]=[CH:17][C:16]([C:19]2[C:24](=[O:25])[N:23]([CH2:26][C:27]3[CH:32]=[CH:31][C:30]([C:33]4[C:34]([C:39]#[N:40])=[CH:35][CH:36]=[CH:37][CH:38]=4)=[CH:29][CH:28]=3)[C:22]([CH2:41][CH2:42][CH3:43])=[N:21][C:20]=2[CH3:44])=[CH:15][CH:14]=1. Product: [CH:5]1([CH2:4][O:12][C:13]2[CH:14]=[CH:15][C:16]([C:19]3[C:24](=[O:25])[N:23]([CH2:26][C:27]4[CH:32]=[CH:31][C:30]([C:33]5[C:34]([C:39]#[N:40])=[CH:35][CH:36]=[CH:37][CH:38]=5)=[CH:29][CH:28]=4)[C:22]([CH2:41][CH2:42][CH3:43])=[N:21][C:20]=3[CH3:44])=[CH:17][CH:18]=2)[CH2:3][CH2:2]1. The catalyst class is: 42. (5) Reactant: [OH:1][C@H:2]1[CH2:7][CH2:6][CH:5]([C:8]([OH:10])=O)[CH2:4][C@H:3]1[NH:11][C:12]([O:14][CH2:15][CH2:16][Si:17]([CH3:20])([CH3:19])[CH3:18])=[O:13].[C:21]1([CH3:48])[CH:26]=[CH:25][CH:24]=[CH:23][C:22]=1[O:27][C:28]1[CH:33]=[CH:32][CH:31]=[CH:30][C:29]=1[C@:34]([C@@H:42]1[CH2:47][CH2:46][CH2:45][NH:44][CH2:43]1)([OH:41])[CH2:35][CH2:36][CH2:37][CH2:38][O:39][CH3:40].C(Cl)CCl.C1C=CC2N(O)N=NC=2C=1.CCN(C(C)C)C(C)C. Product: [C:21]1([CH3:48])[CH:26]=[CH:25][CH:24]=[CH:23][C:22]=1[O:27][C:28]1[CH:33]=[CH:32][CH:31]=[CH:30][C:29]=1[C@:34]([C@@H:42]1[CH2:47][CH2:46][CH2:45][N:44]([C:8]([CH:5]2[CH2:6][CH2:7][C@@H:2]([OH:1])[C@@H:3]([NH:11][C:12]([O:14][CH2:15][CH2:16][Si:17]([CH3:20])([CH3:19])[CH3:18])=[O:13])[CH2:4]2)=[O:10])[CH2:43]1)([OH:41])[CH2:35][CH2:36][CH2:37][CH2:38][O:39][CH3:40]. The catalyst class is: 2. (6) Reactant: [C:1]([O:4][CH2:5][C@@H:6]1[CH2:10][CH2:9][CH2:8][N:7]1[C:11](Cl)=[O:12])(=[O:3])[CH3:2].[F:14][C:15]1[CH:22]=[C:21]([OH:23])[CH:20]=[C:19]([F:24])[C:16]=1[CH:17]=[O:18].C(N(CC)CC)C.C(Cl)Cl. Product: [C:1]([O:4][CH2:5][C@@H:6]1[CH2:10][CH2:9][CH2:8][N:7]1[C:11]([O:23][C:21]1[CH:22]=[C:15]([F:14])[C:16]([CH:17]=[O:18])=[C:19]([F:24])[CH:20]=1)=[O:12])(=[O:3])[CH3:2]. The catalyst class is: 6. (7) Reactant: [O-]CC.[Na+].[C:5]([NH:8][CH:9]([C:15]([O:17][CH2:18][CH3:19])=[O:16])[C:10]([O:12][CH2:13][CH3:14])=[O:11])(=[O:7])[CH3:6].[CH3:20][C:21]([N+:27]([O-:29])=[O:28])([CH3:26])[CH2:22][CH2:23][CH2:24]I. Product: [C:5]([NH:8][C:9]([CH2:24][CH2:23][CH2:22][C:21]([CH3:26])([N+:27]([O-:29])=[O:28])[CH3:20])([C:15]([O:17][CH2:18][CH3:19])=[O:16])[C:10]([O:12][CH2:13][CH3:14])=[O:11])(=[O:7])[CH3:6]. The catalyst class is: 8. (8) Reactant: [F:1][C:2]([F:13])([F:12])[O:3][C:4]1[CH:5]=[C:6]([NH2:11])[C:7]([NH2:10])=[CH:8][CH:9]=1.N[C:15](N)=[O:16].O. Product: [F:1][C:2]([F:12])([F:13])[O:3][C:4]1[CH:9]=[CH:8][C:7]2[NH:10][C:15](=[O:16])[NH:11][C:6]=2[CH:5]=1. The catalyst class is: 3.